Dataset: Forward reaction prediction with 1.9M reactions from USPTO patents (1976-2016). Task: Predict the product of the given reaction. Given the reactants [CH:1]1([O:5][C:6]2[C:11]3[CH:12]=[CH:13][O:14][C:10]=3[CH:9]=[CH:8][N:7]=2)[CH2:4][CH2:3][CH2:2]1.C([Li])CCC.[B:20](OC(C)C)([O:25]C(C)C)[O:21]C(C)C.O, predict the reaction product. The product is: [CH:1]1([O:5][C:6]2[C:11]3[CH:12]=[C:13]([B:20]([OH:25])[OH:21])[O:14][C:10]=3[CH:9]=[CH:8][N:7]=2)[CH2:2][CH2:3][CH2:4]1.